Predict the reaction yield, written as a fraction of the theoretical maximum amount of product (1.0 means a 100% yield; for example, 0.34 means a 34% yield). From a dataset of Reaction yield outcomes from USPTO patents with 853,638 reactions. (1) The reactants are Cl[C:2]1[N:12]=[C:11]2[C:5]([N:6]([CH3:15])[C:7](=[O:14])[CH2:8][CH2:9][N:10]2[CH3:13])=[CH:4][N:3]=1.[NH2:16][C:17]1[CH:32]=[CH:31][C:20]([C:21]([NH:23][CH:24]2[CH2:29][CH2:28][N:27]([CH3:30])[CH2:26][CH2:25]2)=[O:22])=[CH:19][C:18]=1[O:33][CH3:34].C1(C)C=CC(S(O)(=O)=O)=CC=1. The catalyst is CC(C)CC(O)C. The product is [CH3:13][N:10]1[CH2:9][CH2:8][C:7](=[O:14])[N:6]([CH3:15])[C:5]2[C:11]1=[N:12][C:2]([NH:16][C:17]1[CH:32]=[CH:31][C:20]([C:21]([NH:23][CH:24]3[CH2:25][CH2:26][N:27]([CH3:30])[CH2:28][CH2:29]3)=[O:22])=[CH:19][C:18]=1[O:33][CH3:34])=[N:3][CH:4]=2. The yield is 0.480. (2) The reactants are [C:1]([OH:4])(=[S:3])[CH3:2].C[O-].[Na+].[CH2:8](Br)[CH2:9][CH2:10][CH2:11][CH2:12][CH2:13][CH2:14][CH2:15][CH2:16][CH2:17][CH2:18][CH2:19][CH2:20][CH3:21].Cl. The catalyst is CO.O. The product is [CH2:21]([CH2:2][C:1]([OH:4])=[S:3])[CH2:20][CH2:19][CH2:18][CH2:17][CH2:16][CH2:15][CH2:14][CH2:13][CH2:12][CH2:11][CH2:10][CH2:9][CH3:8]. The yield is 0.820. (3) The reactants are [C-:1]#[N:2].[K+].Br[C:5]1[CH:6]=[CH:7][C:8]([O:22][CH2:23][O:24][CH3:25])=[C:9]([CH:21]=1)[C:10]([N:12]1[CH2:20][C:19]2[C:14](=[CH:15][CH:16]=[CH:17][CH:18]=2)[CH2:13]1)=[O:11]. The catalyst is C1COCC1.[Pd].C1(P(C2C=CC=CC=2)C2C=CC=CC=2)C=CC=CC=1.C1(P(C2C=CC=CC=2)C2C=CC=CC=2)C=CC=CC=1.C1(P(C2C=CC=CC=2)C2C=CC=CC=2)C=CC=CC=1.C1(P(C2C=CC=CC=2)C2C=CC=CC=2)C=CC=CC=1. The product is [CH2:13]1[C:14]2[C:19](=[CH:18][CH:17]=[CH:16][CH:15]=2)[CH2:20][N:12]1[C:10]([C:9]1[CH:21]=[C:5]([CH:6]=[CH:7][C:8]=1[O:22][CH2:23][O:24][CH3:25])[C:1]#[N:2])=[O:11]. The yield is 0.767. (4) The reactants are [Cl:1][C:2]1[CH:3]=[CH:4][C:5]([N+:10]([O-:12])=[O:11])=[C:6]([NH:8][NH2:9])[CH:7]=1.Cl.[C:14](=[NH:19])(OCC)[CH3:15]. The catalyst is N1C=CC=CC=1. The product is [NH2:19]/[C:14](/[CH3:15])=[N:9]\[NH:8][C:6]1[CH:7]=[C:2]([Cl:1])[CH:3]=[CH:4][C:5]=1[N+:10]([O-:12])=[O:11]. The yield is 0.650. (5) The reactants are C(N(CC)C(C)C)(C)C.[CH3:10][O:11][C:12]1[CH:13]=[C:14]([CH:16]=[CH:17][C:18]=1[O:19][CH3:20])[NH2:15].C1CN([P+](ON2N=NC3C=CC=CC2=3)(N2CCCC2)N2CCCC2)CC1.F[P-](F)(F)(F)(F)F.CO[C:56]1[C:65]([CH:66]=[O:67])=[CH:64][CH:63]=[C:62]2[C:57]=1[CH:58]=[CH:59][C:60]([CH3:69])([CH3:68])[O:61]2. The catalyst is CCCCCC.CCOC(C)=O.ClCCl. The product is [CH3:10][O:11][C:12]1[CH:13]=[C:14]([NH:15][C:66]([C:65]2[CH:56]=[C:57]3[C:62](=[CH:63][CH:64]=2)[O:61][C:60]([CH3:69])([CH3:68])[CH:59]=[CH:58]3)=[O:67])[CH:16]=[CH:17][C:18]=1[O:19][CH3:20]. The yield is 0.870. (6) The reactants are Br[C:2]1[CH:3]=[C:4]([SH:8])[CH:5]=[CH:6][CH:7]=1.Br[CH2:10][CH2:11][O:12][Si:13](O[Si:13]([CH3:15])([CH3:14])[O:12][CH2:11][CH2:10]Br)([CH3:15])[CH3:14].[C:24](=O)([O-])[O-].[K+].[K+].[Li]C[CH2:32][CH2:33][CH3:34].[N:35]([C:44]([O:46][C:47]([CH3:50])([CH3:49])[CH3:48])=[O:45])=[N:36][C:37]([O:39][C:40]([CH3:43])([CH3:42])[CH3:41])=[O:38]. The catalyst is CC(C)=O. The product is [Si:13]([O:12][CH2:11][CH2:10][S:8][C:4]1[CH:3]=[C:2]([N:35]([C:44]([O:46][C:47]([CH3:50])([CH3:49])[CH3:48])=[O:45])[NH:36][C:37]([O:39][C:40]([CH3:41])([CH3:42])[CH3:43])=[O:38])[CH:7]=[CH:6][CH:5]=1)([C:33]([CH3:32])([CH3:34])[CH3:24])([CH3:15])[CH3:14]. The yield is 0.640.